Dataset: Catalyst prediction with 721,799 reactions and 888 catalyst types from USPTO. Task: Predict which catalyst facilitates the given reaction. (1) Reactant: [CH3:1][N:2]1[C:10]([C:11]([O:13]C)=[O:12])=[C:9]2[C:4]([CH:5]=[CH:6][CH:7]=[CH:8]2)=[N:3]1.[OH-].[Na+]. Product: [CH3:1][N:2]1[C:10]([C:11]([OH:13])=[O:12])=[C:9]2[C:4]([CH:5]=[CH:6][CH:7]=[CH:8]2)=[N:3]1. The catalyst class is: 1. (2) Reactant: [F:1][C:2]1([F:40])[CH2:6][CH2:5][N:4]([C:7]2[N:12]=[CH:11][C:10]3[O:13][C:14]4[C:19]([C@@:20]5([CH2:24][S:23][C:22]([NH:25]C(=O)OC(C)(C)C)=[N:21]5)[C:9]=3[CH:8]=2)=[CH:18][C:17]([C:33]2[C:34]([F:39])=[N:35][CH:36]=[CH:37][CH:38]=2)=[CH:16][CH:15]=4)[CH2:3]1.C(O)(C(F)(F)F)=O. Product: [F:40][C:2]1([F:1])[CH2:6][CH2:5][N:4]([C:7]2[N:12]=[CH:11][C:10]3[O:13][C:14]4[C:19]([C@@:20]5([CH2:24][S:23][C:22]([NH2:25])=[N:21]5)[C:9]=3[CH:8]=2)=[CH:18][C:17]([C:33]2[C:34]([F:39])=[N:35][CH:36]=[CH:37][CH:38]=2)=[CH:16][CH:15]=4)[CH2:3]1. The catalyst class is: 2.